This data is from Forward reaction prediction with 1.9M reactions from USPTO patents (1976-2016). The task is: Predict the product of the given reaction. (1) Given the reactants C1C2C(COC(=O)[NH:17][CH:18]([C:21]3[N:26]([CH2:27][C:28]4[CH:33]=[CH:32][CH:31]=[CH:30][CH:29]=4)[C:25](=[O:34])[C:24]4=[CH:35][CH:36]=[C:37]([Cl:38])[N:23]4[N:22]=3)[CH2:19][CH3:20])C3C(=CC=CC=3)C=2C=CC=1.N1CCCCC1, predict the reaction product. The product is: [NH2:17][CH:18]([C:21]1[N:26]([CH2:27][C:28]2[CH:33]=[CH:32][CH:31]=[CH:30][CH:29]=2)[C:25](=[O:34])[C:24]2=[CH:35][CH:36]=[C:37]([Cl:38])[N:23]2[N:22]=1)[CH2:19][CH3:20]. (2) The product is: [CH:28]1([NH:1][C@@H:2]2[CH2:6][CH2:5][N:4]([C:7]([C:9]3[CH:10]=[C:11]([CH:24]=[CH:25][C:26]=3[F:27])[CH2:12][C:13]3[C:22]4[C:17](=[CH:18][CH:19]=[CH:20][CH:21]=4)[C:16](=[O:23])[NH:15][N:14]=3)=[O:8])[CH2:3]2)[CH2:32][CH2:31][CH2:30][CH2:29]1. Given the reactants [NH2:1][C@@H:2]1[CH2:6][CH2:5][N:4]([C:7]([C:9]2[CH:10]=[C:11]([CH:24]=[CH:25][C:26]=2[F:27])[CH2:12][C:13]2[C:22]3[C:17](=[CH:18][CH:19]=[CH:20][CH:21]=3)[C:16](=[O:23])[NH:15][N:14]=2)=[O:8])[CH2:3]1.[C:28]1(=O)[CH2:32][CH2:31][CH2:30][CH2:29]1.C(O[BH-](OC(=O)C)OC(=O)C)(=O)C.[Na+], predict the reaction product. (3) Given the reactants Br[C:2]1[CH:24]=[CH:23][C:5]([O:6][CH2:7][CH:8]2[CH2:13][CH2:12][N:11]([CH2:14][C:15]3([C:19]([F:22])([F:21])[F:20])[CH2:18][CH2:17][CH2:16]3)[CH2:10][CH2:9]2)=[C:4]([F:25])[CH:3]=1.[CH2:26]([O:28][C:29]([C:31]1[CH:36]=[CH:35][C:34](B(O)O)=[CH:33][C:32]=1[F:40])=[O:30])[CH3:27].C([O-])([O-])=O.[Cs+].[Cs+].COCCOC, predict the reaction product. The product is: [F:40][C:32]1[CH:33]=[C:34]([C:2]2[CH:24]=[CH:23][C:5]([O:6][CH2:7][CH:8]3[CH2:9][CH2:10][N:11]([CH2:14][C:15]4([C:19]([F:20])([F:22])[F:21])[CH2:18][CH2:17][CH2:16]4)[CH2:12][CH2:13]3)=[C:4]([F:25])[CH:3]=2)[CH:35]=[CH:36][C:31]=1[C:29]([O:28][CH2:26][CH3:27])=[O:30].